Dataset: Catalyst prediction with 721,799 reactions and 888 catalyst types from USPTO. Task: Predict which catalyst facilitates the given reaction. Reactant: [F:1][C:2]1[CH:7]=[C:6]([F:8])[CH:5]=[CH:4][C:3]=1[C:9]1[N:10]=[C:11]2[C:16]([CH3:17])=[N:15][CH:14]=[CH:13][N:12]2[C:18]=1[C:19]1[CH:24]=[CH:23][N:22]=[C:21](S(C)(=O)=O)[N:20]=1.[NH2:29][CH2:30][C:31]([CH3:35])([CH3:34])[CH2:32][OH:33]. Product: [F:1][C:2]1[CH:7]=[C:6]([F:8])[CH:5]=[CH:4][C:3]=1[C:9]1[N:10]=[C:11]2[C:16]([CH3:17])=[N:15][CH:14]=[CH:13][N:12]2[C:18]=1[C:19]1[CH:24]=[CH:23][N:22]=[C:21]([NH:29][CH2:30][C:31]([CH3:35])([CH3:34])[CH2:32][OH:33])[N:20]=1. The catalyst class is: 10.